This data is from Forward reaction prediction with 1.9M reactions from USPTO patents (1976-2016). The task is: Predict the product of the given reaction. (1) Given the reactants C(C1C=CC=C2C=1N=C(C1(C3C=CC=CC=3)CC1)C(O)=[C:8]2[C:23]([OH:25])=[O:24])C.[Br:26][C:27]1[CH:28]=[C:29]2[C:33](=[CH:34][CH:35]=1)[NH:32][C:31](=O)[C:30]2=[O:37].C(OCC([C:45]1([C:48]2[CH:53]=[CH:52][C:51]([Cl:54])=[CH:50][CH:49]=2)[CH2:47][CH2:46]1)=O)(=O)C, predict the reaction product. The product is: [Br:26][C:27]1[CH:28]=[C:29]2[C:33](=[CH:34][CH:35]=1)[N:32]=[C:31]([C:45]1([C:48]3[CH:53]=[CH:52][C:51]([Cl:54])=[CH:50][CH:49]=3)[CH2:46][CH2:47]1)[C:30]([OH:37])=[C:8]2[C:23]([OH:25])=[O:24]. (2) The product is: [CH3:1][C@@H:2]1[CH2:6][CH2:5][CH2:4][N:3]1[CH2:7][CH2:8][CH2:9][O:10][C:11]1[CH:12]=[CH:13][C:14]([CH:17]2[CH2:22][CH2:21][NH:20][CH2:19][CH2:18]2)=[CH:15][CH:16]=1. Given the reactants [CH3:1][C@@H:2]1[CH2:6][CH2:5][CH2:4][N:3]1[CH2:7][CH2:8][CH2:9][O:10][C:11]1[CH:16]=[CH:15][C:14]([C:17]2[CH2:18][CH2:19][NH:20][CH2:21][CH:22]=2)=[CH:13][CH:12]=1, predict the reaction product. (3) Given the reactants [OH:1][C:2]([CH3:24])([CH3:23])[C@H:3]([NH:8][C:9](=[O:22])[C:10]1[CH:15]=[CH:14][C:13]([C:16]#[C:17][C:18]#[C:19][CH2:20][OH:21])=[CH:12][CH:11]=1)[C:4](OC)=[O:5].[NH2:25][OH:26].C(O)(=O)C, predict the reaction product. The product is: [OH:1][C:2]([CH3:24])([CH3:23])[C@H:3]([NH:8][C:9](=[O:22])[C:10]1[CH:15]=[CH:14][C:13]([C:16]#[C:17][C:18]#[C:19][CH2:20][OH:21])=[CH:12][CH:11]=1)[C:4]([NH:25][OH:26])=[O:5]. (4) Given the reactants [Br:1][C:2]1[CH:13]=[C:12]([OH:14])[C:5]2[N:6]([CH:9]3[CH2:11][CH2:10]3)[CH:7]=[N:8][C:4]=2[CH:3]=1.O[C@H:16]([C@H:18]1[CH2:22][N:21]([C@@H:23]([C:25]2[CH:30]=[CH:29][C:28]([O:31][CH3:32])=[CH:27][CH:26]=2)[CH3:24])[C:20](=[O:33])[CH2:19]1)[CH3:17].C1(P(C2C=CC=CC=2)C2C=CC=CC=2)C=CC=CC=1.N(C(OCC)=O)=NC(OCC)=O, predict the reaction product. The product is: [Br:1][C:2]1[CH:13]=[C:12]([O:14][C@@H:16]([C@H:18]2[CH2:22][N:21]([C@@H:23]([C:25]3[CH:26]=[CH:27][C:28]([O:31][CH3:32])=[CH:29][CH:30]=3)[CH3:24])[C:20](=[O:33])[CH2:19]2)[CH3:17])[C:5]2[N:6]([CH:9]3[CH2:11][CH2:10]3)[CH:7]=[N:8][C:4]=2[CH:3]=1.